Dataset: Full USPTO retrosynthesis dataset with 1.9M reactions from patents (1976-2016). Task: Predict the reactants needed to synthesize the given product. (1) The reactants are: [Cl:1][C:2]1[CH:3]=[C:4]([C:9]2([C:25]([F:28])([F:27])[F:26])[O:13][N:12]=[C:11]([C:14]3[CH:15]=[C:16]4[C:21](=[CH:22][CH:23]=3)[N+:20]([O-])=[CH:19][CH:18]=[CH:17]4)[CH2:10]2)[CH:5]=[C:6]([Cl:8])[CH:7]=1.C(OCC)(=O)C.O.P(Cl)(Cl)([Cl:38])=O. Given the product [Cl:38][C:17]1[C:16]2[C:21](=[CH:22][CH:23]=[C:14]([C:11]3[CH2:10][C:9]([C:4]4[CH:5]=[C:6]([Cl:8])[CH:7]=[C:2]([Cl:1])[CH:3]=4)([C:25]([F:27])([F:26])[F:28])[O:13][N:12]=3)[CH:15]=2)[N:20]=[CH:19][CH:18]=1, predict the reactants needed to synthesize it. (2) Given the product [Br:1][C:2]1[CH:10]=[C:6]([C:7]([NH:26][C:24]2[CH:23]=[CH:22][C:19]3[CH2:20][CH2:21][N:15]([CH:11]4[CH2:12][CH2:13][CH2:14]4)[CH2:16][CH2:17][C:18]=3[CH:25]=2)=[O:9])[CH:5]=[N:4][CH:3]=1, predict the reactants needed to synthesize it. The reactants are: [Br:1][C:2]1[CH:3]=[N:4][CH:5]=[C:6]([CH:10]=1)[C:7]([OH:9])=O.[CH:11]1([N:15]2[CH2:21][CH2:20][C:19]3[CH:22]=[CH:23][C:24]([NH2:26])=[CH:25][C:18]=3[CH2:17][CH2:16]2)[CH2:14][CH2:13][CH2:12]1. (3) Given the product [Cl:22][C:11]1[N:10]=[C:9]([CH3:21])[N:8]([C:5]2[CH:4]=[CH:3][C:2]([Cl:1])=[CH:7][CH:6]=2)[C:12]=1[C:13]1[C:18]([F:19])=[CH:17][CH:16]=[CH:15][C:14]=1[F:20], predict the reactants needed to synthesize it. The reactants are: [Cl:1][C:2]1[CH:7]=[CH:6][C:5]([N:8]2[C:12]([C:13]3[C:18]([F:19])=[CH:17][CH:16]=[CH:15][C:14]=3[F:20])=[CH:11][N:10]=[C:9]2[CH3:21])=[CH:4][CH:3]=1.[Cl:22]N1C(=O)CCC1=O. (4) Given the product [ClH:1].[OH:28][CH2:29][C:30]1([NH2:35])[CH2:34][CH2:33][CH2:32][CH2:31]1.[CH:27]1([NH:35][C:30]2([CH2:29][OH:28])[CH2:34][CH2:33][CH2:32][CH2:31]2)[CH2:23][CH2:24][CH2:25][CH2:26]1, predict the reactants needed to synthesize it. The reactants are: [Cl:1]C1C(Cl)=CC=CC=1N.C(NC1C=CC=CC=1)=O.OCCN.[CH2:23]1[C:27]2([NH:35][C:30]3([CH2:34][CH2:33][CH2:32][CH2:31]3)[CH2:29][O:28]2)[CH2:26][CH2:25][CH2:24]1.O1CCNC1. (5) Given the product [CH2:43]([O:45][C:46](=[O:66])[C@@H:47]([CH3:65])[CH2:48][CH:49]([NH:64][C:13]([C:10]1[N:11]=[N:12][N:8]([CH2:7][C:6]2[CH:5]=[CH:4][C:3]([O:2][CH3:1])=[CH:17][CH:16]=2)[N:9]=1)=[O:15])[CH2:50][C:51]1[CH:56]=[CH:55][C:54]([C:57]2[CH:62]=[CH:61][CH:60]=[C:59]([Cl:63])[CH:58]=2)=[CH:53][CH:52]=1)[CH3:44], predict the reactants needed to synthesize it. The reactants are: [CH3:1][O:2][C:3]1[CH:17]=[CH:16][C:6]([CH2:7][N:8]2[N:12]=[N:11][C:10]([C:13]([OH:15])=O)=[N:9]2)=[CH:5][CH:4]=1.CN(C(ON1N=NC2C=CC=NC1=2)=[N+](C)C)C.F[P-](F)(F)(F)(F)F.Cl.[CH2:43]([O:45][C:46](=[O:66])[C@@H:47]([CH3:65])[CH2:48][CH:49]([NH2:64])[CH2:50][C:51]1[CH:56]=[CH:55][C:54]([C:57]2[CH:62]=[CH:61][CH:60]=[C:59]([Cl:63])[CH:58]=2)=[CH:53][CH:52]=1)[CH3:44]. (6) The reactants are: [CH3:1][O:2][C:3]1[CH:8]=[CH:7][C:6]([CH2:9][C@H:10]([NH:21][C:22](=[O:35])[C@@H:23]([NH:25][C:26](=[O:34])[CH2:27][N:28]2[CH2:33][CH2:32][O:31][CH2:30][CH2:29]2)[CH3:24])[C:11]([O:13]CC2C=CC=CC=2)=[O:12])=[CH:5][CH:4]=1. Given the product [CH3:1][O:2][C:3]1[CH:4]=[CH:5][C:6]([CH2:9][C@H:10]([NH:21][C:22](=[O:35])[C@@H:23]([NH:25][C:26](=[O:34])[CH2:27][N:28]2[CH2:33][CH2:32][O:31][CH2:30][CH2:29]2)[CH3:24])[C:11]([OH:13])=[O:12])=[CH:7][CH:8]=1, predict the reactants needed to synthesize it. (7) Given the product [NH4+:19].[CH2:1]([N:19]1[C:24](=[O:25])[CH2:23][CH:21]([C:20]([O-:28])=[O:27])[CH2:22]1)[CH2:2][CH2:3][CH2:4][CH2:5][CH2:6][CH2:7][CH2:8]/[CH:9]=[CH:10]\[CH2:11][CH2:12][CH2:13][CH2:14][CH2:15][CH2:16][CH2:17][CH3:18], predict the reactants needed to synthesize it. The reactants are: [CH2:1]([NH2:19])[CH2:2][CH2:3][CH2:4][CH2:5][CH2:6][CH2:7][CH2:8]/[CH:9]=[CH:10]\[CH2:11][CH2:12][CH2:13][CH2:14][CH2:15][CH2:16][CH2:17][CH3:18].[C:20]([OH:28])(=[O:27])[C:21]([CH2:23][C:24](O)=[O:25])=[CH2:22].N1CCOCC1. (8) Given the product [NH2:48][C:45]1[CH:44]=[CH:43][C:42]([C:37]2[CH:36]=[C:35]3[C:40]([CH2:41][N:33]([C:27]([CH3:32])([CH3:26])[C:28]([O:30][CH3:31])=[O:29])[C:34]3=[O:51])=[CH:39][CH:38]=2)=[CH:47][CH:46]=1, predict the reactants needed to synthesize it. The reactants are: NC1C=CC(C2C=C3C(CN([C@@H](C(C)C)C(OC)=O)C3=O)=CC=2)=CC=1.[CH3:26][C:27]([N:33]1[CH2:41][C:40]2[C:35](=[CH:36][C:37]([C:42]3[CH:47]=[CH:46][C:45]([N+:48]([O-])=O)=[CH:44][CH:43]=3)=[CH:38][CH:39]=2)[C:34]1=[O:51])([CH3:32])[C:28]([O:30][CH3:31])=[O:29]. (9) Given the product [C:44]([C@@H:14]([C:15]1[CH:20]=[CH:19][CH:18]=[CH:17][CH:16]=1)[N:12]([C@H:9]1[C:10]2[C:6](=[C:5]([F:13])[CH:4]=[C:3]([Cl:2])[CH:11]=2)[CH2:7][CH2:8]1)[C:28]([C:27]1[S:26][CH:25]=[N:24][C:23]=1[CH3:22])=[O:30])(=[O:46])[NH2:43], predict the reactants needed to synthesize it. The reactants are: Cl.[Cl:2][C:3]1[CH:11]=[C:10]2[C:6]([CH2:7][CH2:8][C@H:9]2[NH2:12])=[C:5]([F:13])[CH:4]=1.[CH:14](=O)[C:15]1[CH:20]=[CH:19][CH:18]=[CH:17][CH:16]=1.[CH3:22][C:23]1[N:24]=[CH:25][S:26][C:27]=1[C:28]([OH:30])=O.C1(C2CCC([N+:43]#[C-:44])=CC2)C=CC=CC=1.C[OH:46]. (10) Given the product [C:17]1([CH3:28])[CH:18]=[CH:19][C:20]([S:23]([NH:26][N:27]=[C:7]([C:1]2[CH:6]=[CH:5][CH:4]=[CH:3][CH:2]=2)[C:8]([N:10]2[CH2:15][CH2:14][CH2:13][CH2:12][CH2:11]2)=[O:9])(=[O:24])=[O:25])=[CH:21][CH:22]=1, predict the reactants needed to synthesize it. The reactants are: [C:1]1([C:7](=O)[C:8]([N:10]2[CH2:15][CH2:14][CH2:13][CH2:12][CH2:11]2)=[O:9])[CH:6]=[CH:5][CH:4]=[CH:3][CH:2]=1.[C:17]1([CH3:28])[CH:22]=[CH:21][C:20]([S:23]([NH:26][NH2:27])(=[O:25])=[O:24])=[CH:19][CH:18]=1.